This data is from Forward reaction prediction with 1.9M reactions from USPTO patents (1976-2016). The task is: Predict the product of the given reaction. (1) Given the reactants [NH2:1][C:2]1[C:7]([C:8]#[N:9])=[C:6]([C:10]2[CH:15]=[CH:14][CH:13]=[CH:12][CH:11]=2)[C:5]([C:16]#[N:17])=[C:4](Cl)[N:3]=1.CC(C)([O-])C.[K+].[OH:25][CH2:26][C:27]1[CH:32]=[CH:31][N:30]=[CH:29][CH:28]=1, predict the reaction product. The product is: [NH2:1][C:2]1[C:7]([C:8]#[N:9])=[C:6]([C:10]2[CH:15]=[CH:14][CH:13]=[CH:12][CH:11]=2)[C:5]([C:16]#[N:17])=[C:4]([O:25][CH2:26][C:27]2[CH:32]=[CH:31][N:30]=[CH:29][CH:28]=2)[N:3]=1. (2) Given the reactants C[N:2](C)/[CH:3]=[CH:4]/[C:5]([C:7]1[C:12](=[O:13])[CH:11]=[CH:10][N:9]([C:14]2[CH:19]=[CH:18][CH:17]=[C:16]([S:20]([CH3:23])(=[O:22])=[O:21])[CH:15]=2)[N:8]=1)=O.[Cl:25][C:26]1[CH:31]=[CH:30][C:29]([NH:32]N)=[CH:28][CH:27]=1, predict the reaction product. The product is: [Cl:25][C:26]1[CH:31]=[CH:30][C:29]([N:32]2[C:5]([C:7]3[C:12](=[O:13])[CH:11]=[CH:10][N:9]([C:14]4[CH:19]=[CH:18][CH:17]=[C:16]([S:20]([CH3:23])(=[O:22])=[O:21])[CH:15]=4)[N:8]=3)=[CH:4][CH:3]=[N:2]2)=[CH:28][CH:27]=1. (3) Given the reactants CN(C)C=O.[CH3:6][C:7]1[C:12]([CH3:13])=[C:11]([O:14][C:15]2[C:24]3[C:19](=[CH:20][C:21]([OH:27])=[C:22]([C:25]#[N:26])[CH:23]=3)[N:18]=[CH:17][CH:16]=2)[CH:10]=[CH:9][C:8]=1[NH:28][C:29]([NH:31][CH:32]1[CH2:34][CH2:33]1)=[O:30].C(=O)([O-])[O-].[K+].[K+].O.[C:42]([O:45][CH2:46][CH3:47])(=O)C, predict the reaction product. The product is: [C:25]([C:22]1[CH:23]=[C:24]2[C:19](=[CH:20][C:21]=1[O:27][CH2:47][C@H:46]1[CH2:42][O:45]1)[N:18]=[CH:17][CH:16]=[C:15]2[O:14][C:11]1[CH:10]=[CH:9][C:8]([NH:28][C:29]([NH:31][CH:32]2[CH2:33][CH2:34]2)=[O:30])=[C:7]([CH3:6])[C:12]=1[CH3:13])#[N:26]. (4) Given the reactants [F:1][C:2]1[CH:7]=[CH:6][C:5]([CH2:8][NH2:9])=[CH:4][CH:3]=1.Br[CH:11]1[CH2:15][CH2:14][N:13]([C:16]2[S:17][C:18]([C:22]([NH:24][CH2:25][C:26]3[CH:31]=[CH:30][C:29]([F:32])=[CH:28][CH:27]=3)=[O:23])=[C:19]([CH3:21])[N:20]=2)[C:12]1=[O:33], predict the reaction product. The product is: [F:32][C:29]1[CH:30]=[CH:31][C:26]([CH2:25][NH:24][C:22]([C:18]2[S:17][C:16]([N:13]3[CH2:14][CH2:15][CH:11]([NH:9][CH2:8][C:5]4[CH:6]=[CH:7][C:2]([F:1])=[CH:3][CH:4]=4)[C:12]3=[O:33])=[N:20][C:19]=2[CH3:21])=[O:23])=[CH:27][CH:28]=1. (5) Given the reactants [CH3:1][O:2][C:3]1[C:11]2[CH:10]=[C:9]([C:12]([O:14]C)=[O:13])[S:8][C:7]=2[CH:6]=[CH:5][CH:4]=1.O.[OH-].[Li+].O.Cl, predict the reaction product. The product is: [CH3:1][O:2][C:3]1[C:11]2[CH:10]=[C:9]([C:12]([OH:14])=[O:13])[S:8][C:7]=2[CH:6]=[CH:5][CH:4]=1. (6) The product is: [O:20]=[C:19]1[C:13]2[C:14]3[C:15](=[C:7]([C:1]4[CH:2]=[CH:3][C:4]([C:21]([OH:23])=[O:22])=[CH:5][CH:6]=4)[NH:8][C:9]=3[CH:10]=[CH:11][CH:12]=2)[CH2:16][CH2:17][NH:18]1. Given the reactants [C:1]1([C:7]2[NH:8][C:9]3[CH:10]=[CH:11][CH:12]=[C:13]4[C:19](=[O:20])[NH:18][CH2:17][CH2:16][C:15]=2[C:14]=34)[CH:6]=[CH:5][CH:4]=[CH:3][CH:2]=1.[C:21](C1C=CC(B(O)O)=CC=1)([OH:23])=[O:22], predict the reaction product. (7) Given the reactants [NH2:1][C:2]1[S:3][C:4]2[S:10](=[O:12])(=[O:11])[CH2:9][C:8]3[C:13]([C:22]([O:24][CH2:25][CH3:26])=[O:23])=[N:14][N:15]([CH:16]4[CH2:21][CH2:20][O:19][CH2:18][CH2:17]4)[C:7]=3[C:5]=2[N:6]=1.C(N(CC)CC)C.[C:34](Cl)(=[O:36])[CH3:35].O, predict the reaction product. The product is: [C:34]([NH:1][C:2]1[S:3][C:4]2[S:10](=[O:12])(=[O:11])[CH2:9][C:8]3[C:13]([C:22]([O:24][CH2:25][CH3:26])=[O:23])=[N:14][N:15]([CH:16]4[CH2:17][CH2:18][O:19][CH2:20][CH2:21]4)[C:7]=3[C:5]=2[N:6]=1)(=[O:36])[CH3:35]. (8) Given the reactants C[C@@]1(O)C2C=CC=C(O)C=2[C:15]([OH:23])=[C:14]2[C@@H]1[C@H](O)[C@@H]1[C@:11]([OH:24])([C:12]2=[O:13])[C:10]([OH:25])=C(C(N)=O)C(=O)[C@H]1N(C)C.C([OH:36])C, predict the reaction product. The product is: [O:23]=[CH:15][C@@H:14]([C@H:12]([C@@H:11]([CH2:10][OH:25])[OH:24])[OH:13])[OH:36]. (9) Given the reactants [F:1][C:2]1[CH:7]=[CH:6][C:5]([C:8]2[C:16]([C:17]3[CH:22]=[CH:21][N:20]=[C:19]([NH2:23])[CH:18]=3)=[C:11]3[O:12][CH2:13][CH2:14][CH2:15][N:10]3[N:9]=2)=[CH:4][CH:3]=1.CCN(C(C)C)C(C)C.[CH:33]1([C:36](Cl)=[O:37])[CH2:35][CH2:34]1, predict the reaction product. The product is: [F:1][C:2]1[CH:7]=[CH:6][C:5]([C:8]2[C:16]([C:17]3[CH:22]=[CH:21][N:20]=[C:19]([NH:23][C:36]([CH:33]4[CH2:35][CH2:34]4)=[O:37])[CH:18]=3)=[C:11]3[O:12][CH2:13][CH2:14][CH2:15][N:10]3[N:9]=2)=[CH:4][CH:3]=1. (10) Given the reactants [Br:1][C:2]1[C:10]2[N:9]=[CH:8][NH:7][C:6]=2[C:5]([Br:11])=[C:4]([Br:12])[C:3]=1[Br:13].[H-].[Na+].C[O:17][C:18](=[O:27])[CH2:19][CH2:20][CH2:21][CH2:22][CH2:23][CH2:24][CH2:25]Br, predict the reaction product. The product is: [Br:11][C:5]1[C:6]2[N:7]=[CH:8][N:9]([CH2:25][CH2:24][CH2:23][CH2:22][CH2:21][CH2:20][CH2:19][C:18]([OH:27])=[O:17])[C:10]=2[C:2]([Br:1])=[C:3]([Br:13])[C:4]=1[Br:12].